From a dataset of Full USPTO retrosynthesis dataset with 1.9M reactions from patents (1976-2016). Predict the reactants needed to synthesize the given product. (1) Given the product [CH:1]1([C:14]2[CH:15]=[C:16]([CH:18]=[CH:19][C:20]=2[F:21])[NH2:17])[CH2:3][CH2:2]1, predict the reactants needed to synthesize it. The reactants are: [CH:1]1(B(O)O)[CH2:3][CH2:2]1.P(=O)([O-])[O-].[K+].[K+].Br[C:14]1[CH:15]=[C:16]([CH:18]=[CH:19][C:20]=1[F:21])[NH2:17]. (2) Given the product [Cl:22][C:19]1[CH:20]=[CH:21][C:16]([CH2:15][C:10]([CH3:12])([CH3:11])[C:9]#[N:13])=[CH:17][CH:18]=1, predict the reactants needed to synthesize it. The reactants are: C([N-]C(C)C)(C)C.[Li+].[C:9](#[N:13])[CH:10]([CH3:12])[CH3:11].Br[CH2:15][C:16]1[CH:21]=[CH:20][C:19]([Cl:22])=[CH:18][CH:17]=1.Cl. (3) Given the product [CH3:24][N:25]1[CH2:30][CH2:29][C:28]2=[CH:21][NH:22][CH:23]=[C:27]2[C:26]1=[O:31], predict the reactants needed to synthesize it. The reactants are: C[Si]([N-][Si](C)(C)C)(C)C.[Li+].S([CH2:21][N+:22]#[C-:23])(C1C=CC(C)=CC=1)(=O)=O.[CH3:24][N:25]1[CH2:30][CH2:29][CH:28]=[CH:27][C:26]1=[O:31]. (4) Given the product [CH3:15][O:16][C:17]1[CH:18]=[C:19]([CH:20]([C:5]2[CH:4]=[C:3]([O:2][CH3:1])[C:8]([O:9][CH3:10])=[C:7]([O:11][CH3:12])[CH:6]=2)[OH:21])[CH:22]=[CH:23][C:24]=1[N+:25]([O-:27])=[O:26], predict the reactants needed to synthesize it. The reactants are: [CH3:1][O:2][C:3]1[CH:4]=[C:5](Br)[CH:6]=[C:7]([O:11][CH3:12])[C:8]=1[O:9][CH3:10].[Mg].[CH3:15][O:16][C:17]1[CH:18]=[C:19]([CH:22]=[CH:23][C:24]=1[N+:25]([O-:27])=[O:26])[CH:20]=[O:21]. (5) Given the product [F:22][C:23]1[CH:28]=[CH:27][C:26]([CH2:29][C:31]2[S:32][CH:33]=[CH:34][CH:35]=2)=[CH:25][CH:24]=1, predict the reactants needed to synthesize it. The reactants are: N[C@H](C(O)=O)CC1C=C2C(C=CC=C2)=CC=1.C[Si](Cl)(C)C.[F:22][C:23]1[CH:28]=[CH:27][C:26]([CH:29]([C:31]2[S:32][CH:33]=[CH:34][CH:35]=2)O)=[CH:25][CH:24]=1.O.